Dataset: NCI-60 drug combinations with 297,098 pairs across 59 cell lines. Task: Regression. Given two drug SMILES strings and cell line genomic features, predict the synergy score measuring deviation from expected non-interaction effect. (1) Drug 1: C1=CC(=CC=C1CCC2=CNC3=C2C(=O)NC(=N3)N)C(=O)NC(CCC(=O)O)C(=O)O. Drug 2: CCCCC(=O)OCC(=O)C1(CC(C2=C(C1)C(=C3C(=C2O)C(=O)C4=C(C3=O)C=CC=C4OC)O)OC5CC(C(C(O5)C)O)NC(=O)C(F)(F)F)O. Cell line: A498. Synergy scores: CSS=16.1, Synergy_ZIP=-2.14, Synergy_Bliss=-2.80, Synergy_Loewe=-1.56, Synergy_HSA=-0.748. (2) Cell line: U251. Drug 2: CCN(CC)CCCC(C)NC1=C2C=C(C=CC2=NC3=C1C=CC(=C3)Cl)OC. Synergy scores: CSS=13.4, Synergy_ZIP=2.54, Synergy_Bliss=6.95, Synergy_Loewe=-7.80, Synergy_HSA=3.82. Drug 1: CC1=CC=C(C=C1)C2=CC(=NN2C3=CC=C(C=C3)S(=O)(=O)N)C(F)(F)F. (3) Drug 1: CC1=CC=C(C=C1)C2=CC(=NN2C3=CC=C(C=C3)S(=O)(=O)N)C(F)(F)F. Drug 2: CC(C)(C#N)C1=CC(=CC(=C1)CN2C=NC=N2)C(C)(C)C#N. Cell line: NCI-H322M. Synergy scores: CSS=2.78, Synergy_ZIP=-1.34, Synergy_Bliss=-1.88, Synergy_Loewe=-1.44, Synergy_HSA=-0.957.